The task is: Predict which catalyst facilitates the given reaction.. This data is from Catalyst prediction with 721,799 reactions and 888 catalyst types from USPTO. (1) Reactant: [CH3:1][O:2][C:3]1[CH:4]=[C:5]([CH:21]=[CH:22][C:23]=1[O:24][CH3:25])/[CH:6]=[CH:7]/[C:8]1[O:9][C:10]2[C:11](=[C:13]([C:17]([O:19]C)=[O:18])[CH:14]=[CH:15][CH:16]=2)[N:12]=1.[OH-].[Na+]. Product: [CH3:1][O:2][C:3]1[CH:4]=[C:5]([CH:21]=[CH:22][C:23]=1[O:24][CH3:25])/[CH:6]=[CH:7]/[C:8]1[O:9][C:10]2[C:11](=[C:13]([C:17]([OH:19])=[O:18])[CH:14]=[CH:15][CH:16]=2)[N:12]=1. The catalyst class is: 36. (2) Reactant: [C:1]([O:5][C:6](=[O:30])[N:7]([CH2:28][CH3:29])[CH2:8][C:9]1[CH:14]=[C:13]([C:15]([F:18])([F:17])[F:16])[CH:12]=[CH:11][C:10]=1B1OC(C)(C)C(C)(C)O1)([CH3:4])([CH3:3])[CH3:2].[CH3:31][O:32][C:33](=[O:42])[CH2:34][C:35]1[CH:36]=[N:37][CH:38]=[C:39](Br)[CH:40]=1.C(=O)([O-])[O-].[K+].[K+]. Product: [CH3:31][O:32][C:33](=[O:42])[CH2:34][C:35]1[CH:36]=[N:37][CH:38]=[C:39]([C:10]2[CH:11]=[CH:12][C:13]([C:15]([F:18])([F:16])[F:17])=[CH:14][C:9]=2[CH2:8][N:7]([C:6]([O:5][C:1]([CH3:3])([CH3:2])[CH3:4])=[O:30])[CH2:28][CH3:29])[CH:40]=1. The catalyst class is: 108. (3) Reactant: CN(C(ON1N=NC2C=CC=NC1=2)=[N+](C)C)C.F[P-](F)(F)(F)(F)F.[NH2:25][C:26]1[C:27]([C:36]([OH:38])=O)=[CH:28][C:29]2[C:34]([CH:35]=1)=[CH:33][CH:32]=[CH:31][CH:30]=2.[CH3:39][C:40]1([O:45][C@H:46]([CH3:53])[C@@H:47]([C:49]([O:51][CH3:52])=[O:50])[NH2:48])[CH2:44][CH2:43][CH2:42][CH2:41]1.C(N(C(C)C)CC)(C)C. Product: [NH2:25][C:26]1[C:27]([C:36]([NH:48][C@H:47]([C:49]([O:51][CH3:52])=[O:50])[C@@H:46]([CH3:53])[O:45][C:40]2([CH3:39])[CH2:44][CH2:43][CH2:42][CH2:41]2)=[O:38])=[CH:28][C:29]2[C:34]([CH:35]=1)=[CH:33][CH:32]=[CH:31][CH:30]=2. The catalyst class is: 3. (4) Reactant: [CH2:1]([O:3][C:4]1[CH:36]=[CH:35][C:7]([C:8]([NH:10][CH2:11][C@H:12]([NH:17][C:18]([C:20]2[C:21]([C:31]([F:34])([F:33])[F:32])=[N:22][N:23]([C:25]3[CH:30]=[CH:29][CH:28]=[CH:27][CH:26]=3)[CH:24]=2)=[O:19])[C:13](OC)=[O:14])=[O:9])=[CH:6][CH:5]=1)[CH3:2].[Cl-].[Li+].[BH4-].[Na+]. Product: [CH2:1]([O:3][C:4]1[CH:5]=[CH:6][C:7]([C:8]([NH:10][CH2:11][C@H:12]([NH:17][C:18]([C:20]2[C:21]([C:31]([F:32])([F:33])[F:34])=[N:22][N:23]([C:25]3[CH:30]=[CH:29][CH:28]=[CH:27][CH:26]=3)[CH:24]=2)=[O:19])[CH2:13][OH:14])=[O:9])=[CH:35][CH:36]=1)[CH3:2]. The catalyst class is: 242. (5) Product: [CH2:12]([N:19]1[CH2:24][CH2:23][N:22]([CH2:2][CH:3]2[CH2:5][O:4]2)[CH2:21][CH2:20]1)[C:13]1[CH:14]=[CH:15][CH:16]=[CH:17][CH:18]=1. The catalyst class is: 10. Reactant: Br[CH2:2][CH:3]1[CH2:5][O:4]1.C([O-])([O-])=O.[K+].[K+].[CH2:12]([N:19]1[CH2:24][CH2:23][NH:22][CH2:21][CH2:20]1)[C:13]1[CH:18]=[CH:17][CH:16]=[CH:15][CH:14]=1.C(Cl)Cl.CO.